Dataset: Forward reaction prediction with 1.9M reactions from USPTO patents (1976-2016). Task: Predict the product of the given reaction. (1) Given the reactants [Br:1][C:2]1[CH:3]=[CH:4][C:5]2[C:11]3[S:12][C:13]([C:15]([N:17]([C:19]4[CH:28]=[CH:27][C:22]([C:23]([O:25]C)=[O:24])=[CH:21][C:20]=4[Cl:29])[CH3:18])=[O:16])=[CH:14][C:10]=3[CH2:9][CH2:8][O:7][C:6]=2[CH:30]=1.O1CCCC1.O.O.[OH-].[Li+], predict the reaction product. The product is: [Br:1][C:2]1[CH:3]=[CH:4][C:5]2[C:11]3[S:12][C:13]([C:15]([N:17]([C:19]4[CH:28]=[CH:27][C:22]([C:23]([OH:25])=[O:24])=[CH:21][C:20]=4[Cl:29])[CH3:18])=[O:16])=[CH:14][C:10]=3[CH2:9][CH2:8][O:7][C:6]=2[CH:30]=1. (2) Given the reactants [CH2:1]([O:8][NH:9][C@H:10]1[CH2:15][N:14]([C:16]([O:18][C:19]([CH3:22])([CH3:21])[CH3:20])=[O:17])[C@H:13]([C:23]([OH:25])=[O:24])[CH2:12][CH2:11]1)[C:2]1[CH:7]=[CH:6][CH:5]=[CH:4][CH:3]=1.O[N:27]1[C:35](=[O:36])[C@H:34]2[C@H:29]([C@@H:30]3[CH2:37][C@H:33]2[CH:32]=[CH:31]3)[C:28]1=[O:38].Cl.C(N=C=NCCCN(C)C)C, predict the reaction product. The product is: [CH2:1]([O:8][NH:9][C@H:10]1[CH2:15][N:14]([C:16]([O:18][C:19]([CH3:21])([CH3:22])[CH3:20])=[O:17])[C@H:13]([C:23]([O:25][N:27]2[C:35](=[O:36])[C@H:34]3[C@H:29]([C@@H:30]4[CH2:37][C@H:33]3[CH:32]=[CH:31]4)[C:28]2=[O:38])=[O:24])[CH2:12][CH2:11]1)[C:2]1[CH:3]=[CH:4][CH:5]=[CH:6][CH:7]=1. (3) Given the reactants [Cl:1][C:2]1[CH:7]=[CH:6][C:5](/[CH:8]=[CH:9]/[S:10]([NH:13][C@H:14]2[CH2:18][CH2:17][N:16]([C@@H:19]([CH3:27])[C:20](OC(C)(C)C)=[O:21])[C:15]2=[O:28])(=[O:12])=[O:11])=[CH:4][CH:3]=1.FC(F)(F)C(O)=O.Cl.CN(C)CCCN=C=NCC.[CH:48]1[CH:49]=[CH:50]C2N(O)N=[N:54][C:52]=2[CH:53]=1.N1CCCCC1, predict the reaction product. The product is: [Cl:1][C:2]1[CH:3]=[CH:4][C:5](/[CH:8]=[CH:9]/[S:10]([NH:13][C@H:14]2[CH2:18][CH2:17][N:16]([C@@H:19]([CH3:27])[C:20](=[O:21])[N:54]3[CH2:50][CH2:49][CH2:48][CH2:53][CH2:52]3)[C:15]2=[O:28])(=[O:11])=[O:12])=[CH:6][CH:7]=1. (4) Given the reactants [CH3:1][N:2]([CH3:31])[C:3](=[O:30])[CH2:4][N:5]1[C:14]2[C:9](=[N:10][CH:11]=[C:12]([CH2:15][C:16]3[CH:21]=[CH:20][C:19]([F:22])=[CH:18][CH:17]=3)[CH:13]=2)[C:8]([OH:23])=[C:7]([C:24]([O:26]CC)=O)[C:6]1=[O:29].[CH:32]1([NH2:35])[CH2:34][CH2:33]1, predict the reaction product. The product is: [CH:32]1([NH:35][C:24]([C:7]2[C:6](=[O:29])[N:5]([CH2:4][C:3]([N:2]([CH3:1])[CH3:31])=[O:30])[C:14]3[C:9]([C:8]=2[OH:23])=[N:10][CH:11]=[C:12]([CH2:15][C:16]2[CH:21]=[CH:20][C:19]([F:22])=[CH:18][CH:17]=2)[CH:13]=3)=[O:26])[CH2:34][CH2:33]1. (5) Given the reactants [CH3:1][O:2][C:3]([CH2:5][O:6][C:7](=[O:26])[C:8]1[CH:13]=[CH:12][C:11]([NH:14][C:15](=[O:25])[CH2:16][O:17]CC2C=CC=CC=2)=[CH:10][CH:9]=1)=[O:4], predict the reaction product. The product is: [CH3:1][O:2][C:3]([CH2:5][O:6][C:7](=[O:26])[C:8]1[CH:13]=[CH:12][C:11]([NH:14][C:15](=[O:25])[CH2:16][OH:17])=[CH:10][CH:9]=1)=[O:4]. (6) Given the reactants C([O:3][C:4](=[O:35])[CH2:5][N:6]1[C:14]2[C:9](=[C:10]([O:15][CH2:16][CH2:17][C:18]3[C:19]([CH3:34])=[N:20][C:21]([C:24]4[CH:29]=[CH:28][C:27]([C:30]([F:33])([F:32])[F:31])=[CH:26][CH:25]=4)=[CH:22][CH:23]=3)[CH:11]=[CH:12][CH:13]=2)[CH:8]=[CH:7]1)C.[Li+].[OH-], predict the reaction product. The product is: [CH3:34][C:19]1[C:18]([CH2:17][CH2:16][O:15][C:10]2[CH:11]=[CH:12][CH:13]=[C:14]3[C:9]=2[CH:8]=[CH:7][N:6]3[CH2:5][C:4]([OH:35])=[O:3])=[CH:23][CH:22]=[C:21]([C:24]2[CH:25]=[CH:26][C:27]([C:30]([F:32])([F:31])[F:33])=[CH:28][CH:29]=2)[N:20]=1.